Dataset: Experimentally validated miRNA-target interactions with 360,000+ pairs, plus equal number of negative samples. Task: Binary Classification. Given a miRNA mature sequence and a target amino acid sequence, predict their likelihood of interaction. (1) The miRNA is hsa-miR-3941 with sequence UUACACACAACUGAGGAUCAUA. The protein sequence of the target gene is MDGRTPRPQDAPARRKPKAKAPLPPAETKYTDVSSAADSVESTAFIMEQKENMIDKDVELSVVLPGDIIKSTTVHGSKPMMDLLIFLCAQYHLNPSSYTIDLLSAEQNHIKFKPNTPIGMLEVEKVILKPKMLDKKKPTPIIPEKTVRVVINFKKTQKTIVRVSPHASLQELAPIICSKCEFDPLHTLLLKDYQSQEPLDLTKSLNDLGLRELYAMDVNRESCQISQNLDIMKEKENKGFFSFFQRSKKKRDQTASAPATPLVNKHRPTFTRSNTISKPYISNTLPSDAPKKRRAPLPPM.... Result: 1 (interaction). (2) The miRNA is cel-miR-1832a-3p with sequence UGGGCGGAGCGAAUCGAUGAU. The protein sequence of the target gene is MGPDRVTARELCENDDLATSLVLDPYLGFRTHKMNVSPVPTLRRQHHLRSALEAFLRQRDLEAAFRALTLGGWMAHYFQSRAPRQEAALKTHIFCYLRAFLPESGFTILPCTRYSMETNGAKIVSTRAWKKNEKLELLVGCIAELREEDEDLLRAGENDFSIMYSTRKRSAQLWLGPAAFINHDCKPNCKFVPSDGNTACVKVLRDIEPGDEVTCFYGEGFFGEKNEHCECYTCERKGEGAFRLQPREPELRPKPLDKYELRETKRRLQQGLVSSQQSLMSRWACSHLSPLRPDPFCAAC.... Result: 0 (no interaction). (3) The miRNA is rno-miR-218a-5p with sequence UUGUGCUUGAUCUAACCAUGU. The protein sequence of the target gene is MGPLPAPSCTQRITWKGLLLTASLLNFWNPPTTAEVTIEAQPPKVSEGKDVLLLVHNLPQNLPGYFWYKGEMTDLYHYIISYIVDGKIIIYGPAYSGRETVYSNASLLIQNVTRKDAGTYTLHIIKRGDETREEIRHFTFTLYLETPKPYISSSNLNPREAMEAVRLICDPETLDASYLWWMNGQSLPVTHRLQLSKTNRTLYLFGVTKYIAGPYECEIRNPVSASRSDPVTLNLLPKLPIPYITINNLNPRENKDVLAFTCEPKSENYTYIWWLNGQSLPVSPGVKRPIENRILILPSV.... Result: 0 (no interaction). (4) The miRNA is mmu-miR-700-3p with sequence CACGCGGGAACCGAGUCCACC. The protein sequence of the target gene is MDVEEDDLCLLTSLLEENEAVLPCSSEKDKSLSLGDGDPDEFDELFDADGDGESYTEEAGSGEEGKTGNQEERLATLFGDVEDLTDDEVATSKVGNSGPPPAPSQEKTSEELQDELKKLQEQMKSLQEQLKAASIKQPPGTAPLQEPPDSSLQPLLKEKRIRRIQESACFSAELDVPTLPKAKRVARKPKTPAESSSRMRTPAQPLQVSSSFLEPNHSSSSRSSTPSPQAVPGNKCSRTIRNQNTVSPGNSGDRPQQVSQVSVEAFSGLRLRRPRVSSTEMSRKMAGRKLIRLPQIKEKM.... Result: 0 (no interaction). (5) The miRNA is hsa-miR-301b-5p with sequence GCUCUGACGAGGUUGCACUACU. The protein sequence of the target gene is MASFPETDFQICLLCKEMCGSPAPLSSNSSASSSSSQTSTSSAGGGGPGAAARRLHVLPCLHAFCRPCLEAHRLPAPGGAGPAEALKLRCPVCDQKVVLAEAAGMDALPSSAFLLSNLLDAVVATAEEPPPKNGRAGGGPGGAGGHSNHRHHAHHPAQRAAAPAPQPPPGPAASPGSLLMRRPHGCSSCDEGNAASSRCLDCQEHLCDNCVRAHQRVRLTKDHYIERGPPGPAAASAAQQLGLGPPFAGAPFSILSVFPERLGFCQHHDDEVLHLYCDTCSVPICRECTLGRHGGHSFAY.... Result: 0 (no interaction). (6) The miRNA is hsa-miR-5703 with sequence AGGAGAAGUCGGGAAGGU. The protein sequence of the target gene is MSAPFEERSGVVPCGTPWGQWYQTLEEVFIEVQVPPGTRAQDIQCGLQSRHVALSVGGREILKGKLFDSTIADEGTWTLEDRKMVRIVLTKTKRDAANCWTSLLESEYAADPWVQDQMQRKLTLERFQKENPGFDFSGAEISGNYTKGGPDFSNLEK. Result: 1 (interaction). (7) The miRNA is ebv-miR-BART2-5p with sequence UAUUUUCUGCAUUCGCCCUUGC. The protein sequence of the target gene is MAQQRALPQSKETLLQSYNKRLKDDIKSIMDNFTEIIKTAKIEDETQVSRATQGEQDNYEMHVRAANIVRAGESLMKLVSDLKQFLILNDFPSVNEAIDQRNQQLRALQEECDRKLITLRDEVSIDLYELEEEYYSSSSSLCEANDLPLCEAYWRLDLDADSADGLSAPLLASPETGAGPLQSAAPVHSHGGGPGPTEHT. Result: 0 (no interaction).